From a dataset of Reaction yield outcomes from USPTO patents with 853,638 reactions. Predict the reaction yield, written as a fraction of the theoretical maximum amount of product (1.0 means a 100% yield; for example, 0.34 means a 34% yield). (1) The reactants are Br[CH2:2][CH:3]1[O:7][CH2:6][CH2:5][O:4]1.[CH:8]1([C:17]#[N:18])[C:16]2[C:11](=[CH:12][CH:13]=[CH:14][CH:15]=2)[CH2:10][CH2:9]1.[Li+].C[Si]([N-][Si](C)(C)C)(C)C. The catalyst is C1COCC1. The product is [O:4]1[CH2:5][CH2:6][O:7][CH:3]1[CH2:2][C:8]1([C:17]#[N:18])[C:16]2[C:11](=[CH:12][CH:13]=[CH:14][CH:15]=2)[CH2:10][CH2:9]1. The yield is 0.740. (2) The reactants are Cl.CN(C)CCCN=C=NCC.C([N:15]([CH2:18][CH3:19])[CH2:16][CH3:17])C.[OH:20]N1C2C=CC=CC=2N=N1.Cl.[CH3:31][O:32][C:33]1[CH:34]=[C:35]2[C:46]3[CH:39]([CH2:40][CH2:41][C:42]=3[C:43]=1[O:44][CH3:45])[NH:38][CH2:37][CH2:36]2.CN(C)[CH:49]=[O:50]. The catalyst is C(Cl)Cl.O. The product is [CH3:31][O:32][C:33]1[CH:34]=[C:35]2[C:46]3[CH:39]([CH2:40][CH2:41][C:42]=3[C:43]=1[O:44][CH3:45])[N:38]([C:49](=[O:50])[CH2:19][CH2:18][NH:15][C:16](=[O:20])[CH3:17])[CH2:37][CH2:36]2. The yield is 0.660. (3) The reactants are [C:1]([C:5]1[CH:9]=[C:8]([NH:10][C:11]([NH:13][C:14]2[CH:19]=[CH:18][C:17]([CH3:20])=[C:16]([C:21]3[C:32](=[O:33])[N:31]([CH3:34])[C:24]4[N:25]=[C:26](SC)[N:27]=[CH:28][C:23]=4[CH:22]=3)[CH:15]=2)=[O:12])[O:7][N:6]=1)([CH3:4])([CH3:3])[CH3:2].[CH3:35][NH2:36].C1COCC1. No catalyst specified. The product is [C:1]([C:5]1[CH:9]=[C:8]([NH:10][C:11]([NH:13][C:14]2[CH:19]=[CH:18][C:17]([CH3:20])=[C:16]([C:21]3[C:32](=[O:33])[N:31]([CH3:34])[C:24]4[N:25]=[C:26]([NH:36][CH3:35])[N:27]=[CH:28][C:23]=4[CH:22]=3)[CH:15]=2)=[O:12])[O:7][N:6]=1)([CH3:4])([CH3:3])[CH3:2]. The yield is 0.440. (4) The reactants are [Cl:1][C:2]1[CH:7]=[CH:6][C:5]([C:8](=[NH:20])[NH:9][C:10]2[CH:15]=[CH:14][C:13]([S:16]([CH3:19])(=[O:18])=[O:17])=[CH:12][CH:11]=2)=[CH:4][CH:3]=1.C(=O)(O)[O-].[Na+].[F:26][C:27]([F:37])([F:36])[O:28][C:29]1[CH:34]=[CH:33][C:32](Br)=[CH:31][CH:30]=1.[CH:38](O)(C)[CH3:39]. No catalyst specified. The product is [Cl:1][C:2]1[CH:3]=[CH:4][C:5]([C:8]2[N:9]([C:10]3[CH:15]=[CH:14][C:13]([S:16]([CH3:19])(=[O:17])=[O:18])=[CH:12][CH:11]=3)[CH:38]=[C:39]([C:32]3[CH:33]=[CH:34][C:29]([O:28][C:27]([F:37])([F:36])[F:26])=[CH:30][CH:31]=3)[N:20]=2)=[CH:6][CH:7]=1. The yield is 0.420. (5) The reactants are [C:1]([NH:8][C:9]1[CH:14]=[CH:13][CH:12]=[CH:11][CH:10]=1)([O:3][C:4]([CH3:7])([CH3:6])C)=[O:2].C([Li])(C)(C)C.CCCCC.[C:25]([N:32]1[CH2:37]CC(=O)C[CH2:33]1)([O:27][C:28]([CH3:31])([CH3:30])[CH3:29])=[O:26].Cl. The catalyst is O1CCCC1.C(OCC)C.CC(C)([O-])C.[K+]. The product is [O:2]=[C:1]1[NH:8][C:9]2[CH:10]=[CH:11][CH:12]=[CH:13][C:14]=2[C:4]2([CH2:6][CH2:37][N:32]([C:25]([O:27][C:28]([CH3:31])([CH3:30])[CH3:29])=[O:26])[CH2:33][CH2:7]2)[O:3]1. The yield is 0.340. (6) The reactants are [F:1][C:2]([F:24])([F:23])[C:3]1[CH:4]=[C:5]([C:13]2[N:17]=[CH:16][N:15](/[CH:18]=[CH:19]\[C:20]([OH:22])=O)[N:14]=2)[CH:6]=[C:7]([C:9]([F:12])([F:11])[F:10])[CH:8]=1.[N:25]1[CH:30]=[C:29]([CH2:31][NH2:32])[CH:28]=[N:27][CH:26]=1.C(P1(=O)OP(CCC)(=O)OP(CCC)(=O)O1)CC.CCN(C(C)C)C(C)C. The catalyst is ClCCl.CO. The product is [F:24][C:2]([F:23])([F:1])[C:3]1[CH:4]=[C:5]([C:13]2[N:17]=[CH:16][N:15](/[CH:18]=[CH:19]\[C:20]([NH:32][CH2:31][C:29]3[CH:30]=[N:25][CH:26]=[N:27][CH:28]=3)=[O:22])[N:14]=2)[CH:6]=[C:7]([C:9]([F:10])([F:11])[F:12])[CH:8]=1. The yield is 0.800. (7) The reactants are C(OP([CH2:9][C:10]([O:12][CH2:13][CH3:14])=[O:11])(OCC)=O)C.[H-].[Na+].[CH3:17][N:18]1[C:22]([N:23]2[C:27]3=[N:28][CH:29]=[C:30]([CH3:32])[CH:31]=[C:26]3[CH:25]=[CH:24]2)=[C:21]([CH:33]=O)[C:20]([CH3:35])=[N:19]1.O. The catalyst is O1CCCC1. The product is [CH3:17][N:18]1[C:22]([N:23]2[C:27]3=[N:28][CH:29]=[C:30]([CH3:32])[CH:31]=[C:26]3[CH:25]=[CH:24]2)=[C:21](/[CH:33]=[CH:9]/[C:10]([O:12][CH2:13][CH3:14])=[O:11])[C:20]([CH3:35])=[N:19]1. The yield is 0.890. (8) The product is [C:1]([C:5]1[C:13]2[C:8](=[CH:9][CH:10]=[C:11]([NH2:14])[CH:12]=2)[NH:7][CH:6]=1)([CH3:4])([CH3:2])[CH3:3]. The catalyst is CO.[Ni]. The reactants are [C:1]([C:5]1[C:13]2[C:8](=[CH:9][CH:10]=[C:11]([N+:14]([O-])=O)[CH:12]=2)[NH:7][CH:6]=1)([CH3:4])([CH3:3])[CH3:2]. The yield is 0.190. (9) The reactants are [NH:1]1[C:5]2[CH2:6][CH2:7][CH2:8][CH2:9][C:4]=2[N:3]=[CH:2]1.C(N(CC)CC)C.[CH3:17][N:18]([CH3:23])[S:19](Cl)(=[O:21])=[O:20]. The catalyst is C(Cl)Cl. The product is [CH3:17][N:18]([CH3:23])[S:19]([N:1]1[C:5]2[CH2:6][CH2:7][CH2:8][CH2:9][C:4]=2[N:3]=[CH:2]1)(=[O:21])=[O:20]. The yield is 0.770. (10) The reactants are C(Cl)(=O)C(Cl)=O.CS(C)=O.[Cl:11][C:12]1[CH:28]=[C:27]([C:29]([F:32])([F:31])[F:30])[CH:26]=[CH:25][C:13]=1[CH2:14][N:15]1[C:19]([CH2:20][OH:21])=[CH:18][C:17]([CH:22]([CH3:24])[CH3:23])=[N:16]1.C(N(CC)CC)C. The catalyst is C(Cl)Cl.O. The product is [Cl:11][C:12]1[CH:28]=[C:27]([C:29]([F:32])([F:30])[F:31])[CH:26]=[CH:25][C:13]=1[CH2:14][N:15]1[C:19]([CH:20]=[O:21])=[CH:18][C:17]([CH:22]([CH3:24])[CH3:23])=[N:16]1. The yield is 0.990.